The task is: Predict which catalyst facilitates the given reaction.. This data is from Catalyst prediction with 721,799 reactions and 888 catalyst types from USPTO. (1) Reactant: [Cl:1][C:2]1[CH:7]=[CH:6][CH:5]=[C:4](Cl)[C:3]=1/[CH:9]=[CH:10]/[C:11]1[CH:16]=[CH:15][C:14]2[C:17]3([CH2:32][O:33][C:13]=2[CH:12]=1)[CH2:22][CH2:21][N:20]([CH2:23][CH2:24][C:25]([O:27]C(C)(C)C)=[O:26])[CH2:19][CH2:18]3.O1CCO[CH2:36][CH2:35]1. Product: [ClH:1].[Cl:1][C:2]1[CH:7]=[CH:6][C:5]([CH2:35][CH3:36])=[CH:4][C:3]=1/[CH:9]=[CH:10]/[C:11]1[CH:16]=[CH:15][C:14]2[C:17]3([CH2:32][O:33][C:13]=2[CH:12]=1)[CH2:18][CH2:19][N:20]([CH2:23][CH2:24][C:25]([OH:27])=[O:26])[CH2:21][CH2:22]3. The catalyst class is: 33. (2) Reactant: [F:1][C:2]1[CH:15]=[CH:14][CH:13]=[C:12]([F:16])[C:3]=1[C:4]([NH:6][C:7]1[CH:11]=[CH:10][NH:9][N:8]=1)=[O:5].C[Si]([N-][Si](C)(C)C)(C)C.[Li+].Br[CH2:28][C:29]1[CH:34]=[C:33]([N+:35]([O-:37])=[O:36])[CH:32]=[CH:31][C:30]=1[C:38]([F:41])([F:40])[F:39]. Product: [F:1][C:2]1[CH:15]=[CH:14][CH:13]=[C:12]([F:16])[C:3]=1[C:4]([NH:6][C:7]1[CH:11]=[CH:10][N:9]([CH2:28][C:29]2[CH:34]=[C:33]([N+:35]([O-:37])=[O:36])[CH:32]=[CH:31][C:30]=2[C:38]([F:39])([F:40])[F:41])[N:8]=1)=[O:5]. The catalyst class is: 1. (3) Reactant: [C:1]([O:5][C:6]([NH:8][CH2:9][CH2:10][N:11]([C:18](=[O:43])[C:19]1[CH:24]=[CH:23][CH:22]=[C:21]([CH2:25][O:26][C:27]2[CH:32]=[CH:31][C:30]([C:33]3[CH:38]=[C:37]([F:39])[C:36]([F:40])=[CH:35][C:34]=3[S:41][CH3:42])=[CH:29][CH:28]=2)[CH:20]=1)[CH2:12][C:13]([O:15]CC)=[O:14])=[O:7])([CH3:4])([CH3:3])[CH3:2].[H-].[Na+].[CH2:46](I)[CH3:47].[Cl-].[NH4+]. Product: [C:1]([O:5][C:6]([N:8]([CH2:46][CH3:47])[CH2:9][CH2:10][N:11]([C:18](=[O:43])[C:19]1[CH:24]=[CH:23][CH:22]=[C:21]([CH2:25][O:26][C:27]2[CH:32]=[CH:31][C:30]([C:33]3[CH:38]=[C:37]([F:39])[C:36]([F:40])=[CH:35][C:34]=3[S:41][CH3:42])=[CH:29][CH:28]=2)[CH:20]=1)[CH2:12][C:13]([OH:15])=[O:14])=[O:7])([CH3:2])([CH3:4])[CH3:3]. The catalyst class is: 1.